Dataset: Reaction yield outcomes from USPTO patents with 853,638 reactions. Task: Predict the reaction yield, written as a fraction of the theoretical maximum amount of product (1.0 means a 100% yield; for example, 0.34 means a 34% yield). The reactants are [CH:1]1([N:4]2[C:9](=[O:10])[CH2:8][C:7](=O)[N:6]([C:12]3[CH:17]=[CH:16][CH:15]=[C:14]([N+:18]([O-:20])=[O:19])[CH:13]=3)[C:5]2=[O:21])[CH2:3][CH2:2]1.P(Cl)(Cl)([Cl:24])=O. The catalyst is O. The product is [Cl:24][C:7]1[N:6]([C:12]2[CH:17]=[CH:16][CH:15]=[C:14]([N+:18]([O-:20])=[O:19])[CH:13]=2)[C:5](=[O:21])[N:4]([CH:1]2[CH2:3][CH2:2]2)[C:9](=[O:10])[CH:8]=1. The yield is 0.340.